This data is from Forward reaction prediction with 1.9M reactions from USPTO patents (1976-2016). The task is: Predict the product of the given reaction. (1) The product is: [N:1]1([C:6]2[CH:7]=[CH:8][C:9]([CH2:10][NH2:11])=[CH:12][CH:13]=2)[CH:5]=[CH:4][N:3]=[CH:2]1. Given the reactants [N:1]1([C:6]2[CH:13]=[CH:12][C:9]([C:10]#[N:11])=[CH:8][CH:7]=2)[CH:5]=[CH:4][N:3]=[CH:2]1.[H-].[H-].[H-].[H-].[Li+].[Al+3].C1COCC1, predict the reaction product. (2) The product is: [CH3:1][C:2]1[CH:6]=[C:5]([NH:7][C:15](=[O:16])[O:17][CH2:18][C:19]([Cl:22])([Cl:21])[Cl:20])[O:4][N:3]=1. Given the reactants [CH3:1][C:2]1[CH:6]=[C:5]([NH2:7])[O:4][N:3]=1.N1C=CC=CC=1.Cl[C:15]([O:17][CH2:18][C:19]([Cl:22])([Cl:21])[Cl:20])=[O:16].O, predict the reaction product. (3) Given the reactants [F:1][C:2]([F:19])([F:18])[C:3]1[N:4]=[C:5]([C:8]2[C:16]3[CH2:15][CH2:14][O:13][CH2:12][C:11]=3[S:10][C:9]=2[NH2:17])[S:6][CH:7]=1.[CH:20]12[CH2:27][CH2:26][CH:23]([CH2:24][CH2:25]1)[C:22]1[C:28]([O:30][C:31](=[O:32])[C:21]2=1)=[O:29], predict the reaction product. The product is: [F:19][C:2]([F:1])([F:18])[C:3]1[N:4]=[C:5]([C:8]2[C:16]3[CH2:15][CH2:14][O:13][CH2:12][C:11]=3[S:10][C:9]=2[NH:17][C:31]([C:21]2[CH:20]3[CH2:27][CH2:26][CH:23]([CH2:24][CH2:25]3)[C:22]=2[C:28]([OH:30])=[O:29])=[O:32])[S:6][CH:7]=1. (4) Given the reactants [CH3:1][O:2][C:3]1[CH:4]=[C:5]2[C:10](=[CH:11][C:12]=1[O:13][CH3:14])[N:9]=[CH:8][CH:7]=[C:6]2[CH2:15][N:16]1[CH2:25][CH2:24][C:23]2[C:22]([C:26](O)=[O:27])=[CH:21][CH:20]=[CH:19][C:18]=2[C:17]1=[O:29].C(Cl)(=O)C([Cl:33])=O, predict the reaction product. The product is: [CH3:1][O:2][C:3]1[CH:4]=[C:5]2[C:10](=[CH:11][C:12]=1[O:13][CH3:14])[N:9]=[CH:8][CH:7]=[C:6]2[CH2:15][N:16]1[CH2:25][CH2:24][C:23]2[C:22]([C:26]([Cl:33])=[O:27])=[CH:21][CH:20]=[CH:19][C:18]=2[C:17]1=[O:29]. (5) Given the reactants [C:1]([C:4]1[C:5]([OH:16])=[C:6]([C:9]([O:14][CH3:15])=[C:10]([O:12][CH3:13])[CH:11]=1)[CH:7]=O)(=[O:3])[CH3:2].[C:17]([N:24]1[CH2:29][CH2:28][NH:27][CH2:26][CH2:25]1)([O:19][C:20]([CH3:23])([CH3:22])[CH3:21])=[O:18].C(O[BH-](OC(=O)C)OC(=O)C)(=O)C.[Na+], predict the reaction product. The product is: [C:1]([C:4]1[C:5]([OH:16])=[C:6]([C:9]([O:14][CH3:15])=[C:10]([O:12][CH3:13])[CH:11]=1)[CH2:7][N:27]1[CH2:26][CH2:25][N:24]([C:17]([O:19][C:20]([CH3:23])([CH3:22])[CH3:21])=[O:18])[CH2:29][CH2:28]1)(=[O:3])[CH3:2].